From a dataset of Forward reaction prediction with 1.9M reactions from USPTO patents (1976-2016). Predict the product of the given reaction. Given the reactants C[O-].[Na+].CO.[F:6][C:7]([F:14])([F:13])[C:8]([O:10]CC)=O.[N:15]1([C:20]2[CH:25]=[CH:24][C:23]([C:26](=[O:28])[CH3:27])=[CH:22][CH:21]=2)[CH:19]=[CH:18][CH:17]=[N:16]1, predict the reaction product. The product is: [F:14][C:7]([F:6])([F:13])[C:8](=[O:10])[CH2:27][C:26]([C:23]1[CH:22]=[CH:21][C:20]([N:15]2[CH:19]=[CH:18][CH:17]=[N:16]2)=[CH:25][CH:24]=1)=[O:28].